The task is: Predict the reactants needed to synthesize the given product.. This data is from Full USPTO retrosynthesis dataset with 1.9M reactions from patents (1976-2016). (1) Given the product [N:16]1[CH:21]=[CH:20][C:19]([C:2]2[N:6]3[CH:7]=[CH:8][CH:9]=[CH:10][C:5]3=[N:4][C:3]=2[C:11]([O:13][CH2:14][CH3:15])=[O:12])=[CH:18][CH:17]=1, predict the reactants needed to synthesize it. The reactants are: I[C:2]1[N:6]2[CH:7]=[CH:8][CH:9]=[CH:10][C:5]2=[N:4][C:3]=1[C:11]([O:13][CH2:14][CH3:15])=[O:12].[N:16]1[CH:21]=[CH:20][C:19](B(O)O)=[CH:18][CH:17]=1.C([O-])([O-])=O.[Na+].[Na+]. (2) Given the product [Cl:1][C:2]1[CH:10]=[CH:9][C:5]2[O:6][CH2:7][O:8][C:4]=2[C:3]=1[NH:11][C:12]1[C:20]2[C:19]3[CH2:21][N:22]([C:37]([CH:34]4[CH2:36][CH2:35]4)=[O:38])[CH2:23][CH2:24][C:18]=3[NH:17][C:16]=2[N:15]=[CH:14][CH:13]=1, predict the reactants needed to synthesize it. The reactants are: [Cl:1][C:2]1[CH:10]=[CH:9][C:5]2[O:6][CH2:7][O:8][C:4]=2[C:3]=1[NH:11][C:12]1[C:20]2[C:19]3[CH2:21][NH:22][CH2:23][CH2:24][C:18]=3[NH:17][C:16]=2[N:15]=[CH:14][CH:13]=1.CCN(C(C)C)C(C)C.[CH:34]1([C:37](Cl)=[O:38])[CH2:36][CH2:35]1. (3) Given the product [Br:16][C:15]1[S:14][C:13]([S:17](=[O:19])(=[O:18])[NH:29][CH:30]2[CH2:35][CH2:34][CH:33]([OH:36])[CH2:32][CH2:31]2)=[CH:12][C:11]=1[C:7]1[S:6][C:5]([NH:4][C:1](=[O:3])[CH3:2])=[N:9][C:8]=1[CH3:10], predict the reactants needed to synthesize it. The reactants are: [C:1]([NH:4][C:5]1[S:6][C:7]([C:11]2[CH:12]=[C:13]([S:17](Cl)(=[O:19])=[O:18])[S:14][C:15]=2[Br:16])=[C:8]([CH3:10])[N:9]=1)(=[O:3])[CH3:2].C(N(CC)CC)C.Cl.[NH2:29][C@H:30]1[CH2:35][CH2:34][C@H:33]([OH:36])[CH2:32][CH2:31]1.CN(C=O)C.